This data is from Full USPTO retrosynthesis dataset with 1.9M reactions from patents (1976-2016). The task is: Predict the reactants needed to synthesize the given product. (1) Given the product [CH2:40]([O:39][C:37](=[O:38])[CH2:36][O:25][C:22]1[C:21]2[CH:26]=[C:17]([CH2:16][O:15][C:12]3[CH:11]=[CH:10][C:9]([C:5]4[CH:6]=[C:7]([F:8])[C:2]([F:1])=[CH:3][C:4]=4[O:27][CH3:28])=[CH:14][CH:13]=3)[CH:18]=[CH:19][C:20]=2[O:24][N:23]=1)[CH3:41], predict the reactants needed to synthesize it. The reactants are: [F:1][C:2]1[C:7]([F:8])=[CH:6][C:5]([C:9]2[CH:14]=[CH:13][C:12]([O:15][CH2:16][C:17]3[CH:18]=[CH:19][C:20]4[O:24][N:23]=[C:22]([OH:25])[C:21]=4[CH:26]=3)=[CH:11][CH:10]=2)=[C:4]([O:27][CH3:28])[CH:3]=1.C(=O)([O-])[O-].[Cs+].[Cs+].Br[CH2:36][C:37]([O:39][CH2:40][CH3:41])=[O:38]. (2) Given the product [Cl:1][C:2]1[CH:7]=[CH:6][CH:5]=[C:4]([S:8]([CH:11]2[CH2:13][CH2:12]2)(=[O:10])=[O:9])[C:3]=1[O:33][C:30]1[CH:31]=[C:32]2[C:27](=[CH:28][CH:29]=1)[N:26]=[CH:25][N:24]=[C:23]2[NH:15][C:16]1[CH:20]=[CH:19][N:18]([CH3:21])[N:17]=1, predict the reactants needed to synthesize it. The reactants are: [Cl:1][C:2]1[CH:7]=[CH:6][CH:5]=[C:4]([S:8]([CH:11]2[CH2:13][CH2:12]2)(=[O:10])=[O:9])[C:3]=1Cl.[NH2:15][C:16]1[CH:20]=[CH:19][N:18]([CH3:21])[N:17]=1.Cl[C:23]1[C:32]2[C:27](=[CH:28][CH:29]=[C:30]([OH:33])[CH:31]=2)[N:26]=[CH:25][N:24]=1.